This data is from Experimentally validated miRNA-target interactions with 360,000+ pairs, plus equal number of negative samples. The task is: Binary Classification. Given a miRNA mature sequence and a target amino acid sequence, predict their likelihood of interaction. (1) The miRNA is hsa-miR-3187-3p with sequence UUGGCCAUGGGGCUGCGCGG. The protein sequence of the target gene is MGTASSLVSPAGGEVIEDTYGAGGGEACEIPVEVKPKARLLRNSFRRGAGAAAGAGPGSLPRGVGAGGLLGASFKSTGSSVPELEYAAAEYERLRKEYEIFRVSKNQELLSMGRREAKLDTENKRLRAELQALQKTYQKILREKESALEAKYQAMERAATFEHDRDKVKRQFKIFRETKENEIQDLLRAKRELESKLQRLQAQGIQVFDPGESDSDDNCTDVTAAGTQCEYWTGGALGSEPSIGSMIQLQQSFRGPEFAHSSIDVEGPFANVNRDDWDIAVASLLQVTPLFSHSLWSNTV.... Result: 1 (interaction). (2) The protein sequence of the target gene is MERARRRGGGGSGGGRGRGGKNVGGPGLSKSRLYPQAQHSHYPHYSASATPNQSGGTSEIQELASKRVDIQKKRFYLDVKQSSRGRFLKIAEVWIGRGRQDNIRKSKLTLSLSVAAELKDCLGDFIEHYAHLGLKGHRQEHGQSKEQVSRRRQKHSAPSPPVSVGSEEHPHSVLKTDYIERDNRKYYLDLKENQRGRFLRIRQTMMRGTGMIGYFGHSLGQDQTIVLPAQGMIEFRDALVQLIEDYGEGDIEERRCGDDDPLELPEGTSFRVDNKRFYFDVGSNKYGIFLKVSEVRPPYR.... The miRNA is hsa-miR-5587-3p with sequence GCCCCGGGCAGUGUGAUCAUC. Result: 0 (no interaction). (3) The miRNA is hsa-miR-7106-3p with sequence AGCUCCCUGAAUCCCUGUCCCAG. The protein sequence of the target gene is MDYNRMSSFLEYPLCNRGPSAYSAPTSFPPCSAPAVDSYAGESRYGGGLPSSALQQNSGYPVQQPPSSLGVSFPSPAPSGYAPAACNPSYGPSQYYSVGQSEGDGSYFHPSSYGAQLGGLPDSYGAGGVGSGPYPPPQPPYGTEQTATFASAYDLLSEDKESPCSSEPSTLTPRTFDWMKVKRNPPKTAKVSELGLGAPGGLRTNFTTRQLTELEKEFHFNKYLSRARRVEIAATLELNETQVKIWFQNRRMKQKKREREGGRMPAGPPGCPKEAAGDASDQSACTSPEASPSSITS. Result: 0 (no interaction). (4) The miRNA is mmu-miR-362-3p with sequence AACACACCUGUUCAAGGAUUCA. The protein sequence of the target gene is MSDESASGSDPDLDPDVELEDEEEEEEEEEVAVEEHDRDDEEGLLDDTSLEGMCGTEHAQLGEDGQRPPRCTSTTSSQSEPSEQLRHQGKILASEDPKKKRAQKPSHMRRNIRKLLREDQLEPVTKAAQQEELERRKRLEQQRKEYAAPIPTVPLEFLPEEIVLRASDGPQLPPRVLAQEVICLDSSSGSEDEKSSRDEVIELSSGEEDTLHIVDSSESVSEEDEEEEKGGTHVNDALNQHDALGRVLVNLNHPPEEENVFLAPQLARAVKPHQIGGIRFLYDNLVESLERFKTSSGFGC.... Result: 1 (interaction). (5) The miRNA is hsa-miR-1289 with sequence UGGAGUCCAGGAAUCUGCAUUUU. Result: 1 (interaction). The protein sequence of the target gene is MPSLVVSGIMERNGGFGELGCFGGSAKDRGLLEDERALQLALDQLCLLGLGEPPAPTAGEDGGGGGGGAPAQPAAPPQPAPPPPPAAPPAAPTAAPAAQTPQPPTAPKGASDAKLCALYKEAELRLKGSSNTTECVPVPTSEHVAEIVGRQGCKIKALRAKTNTYIKTPVRGEEPVFMVTGRREDVATARREIISAAEHFSMIRASRNKSGAAFGVAPALPGQVTIRVRVPYRVVGLVVGPKGATIKRIQQQTNTYIITPSRDRDPVFEITGAPGNVERAREEIETHIAVRTGKILEYNN.... (6) The miRNA is hsa-miR-3960 with sequence GGCGGCGGCGGAGGCGGGGG. The protein sequence of the target gene is MAFASEDNVYHSSNAVYRAPSNHQEADQEALLGKLLDYPAPGLQRPEDRFNGAYIIFFCLGIGGLLPWNFFVTAKEYWAYKLRNCSSPASGEDPEDMDILNYFESYLAVASTVPSLLFLVANFLLVNRVQVHVRVLASLSVSLAIFVVMIVLVKVDTSSWTRGFFSLTIACMAIISSSSTIFNSSVYGLTGSFPMRNAQALISGGAMGGTVSAVALLVDLAASSDVRDSTLAFFLMAAVFLGLCMGLYLLLSQLEYARYYMRPVAPVRVFSGEDNPSQDAPSASSVAPASRVMHTPPLGP.... Result: 0 (no interaction). (7) The miRNA is hsa-miR-8075 with sequence UGCUGAUGGCAGAUGUCGGGUCUG. The protein sequence of the target gene is MKRRWSNNGGFMRLPEESSSEVTSSSNGLVLPSGVNMSPSSLDSHDYCDQDLWLCGNESGSFGGSNGHGLSQQQQSVITLAMHGCSSTLPAQTTIIPINGNANGNGGSTNGQYVPGATNLGALANGMLNGGFNGMQQQIQNGHGLINSTTPSTPTTPLHLQQNLGGAGGGGIGGMGILHHANGTPNGLIGVVGGGGGVGLGVGGGGVGGLGMQHTPRSDSVNSISSGRDDLSPSSSLNGYSANESCDAKKSKKGPAPRVQEELCLVCGDRASGYHYNALTCEGCKGFFRRSVTKSAVYCC.... Result: 0 (no interaction). (8) The miRNA is hsa-miR-548y with sequence AAAAGUAAUCACUGUUUUUGCC. The protein sequence of the target gene is MGKGDPKKPRGKMSSYAFFVQTCREEHKKKHPDASVNFSEFSKKCSERWKTMSAKEKGKFEDMAKADKARYEREMKTYIPPKGETKKKFKDPNAPKRPPSAFFLFCSEYRPKIKGEHPGLSIGDVAKKLGEMWNNTAADDKQPYEKKAAKLKEKYEKDIAAYRAKGKPDAAKKGVVKAEKSKKKKEEEDDEEDEEDEEEEEEEEDEDEEEDDDDE. Result: 0 (no interaction). (9) The miRNA is hsa-miR-1236-3p with sequence CCUCUUCCCCUUGUCUCUCCAG. The protein sequence of the target gene is MVPEAWRSGLVSTGRVVGVLLLLGALNKASTVIHYEIPEEREKGFAVGNVVANLGLDLGSLSARRFRVVSGASRRFFEVNRETGEMFVNDRLDREELCGTLPSCTVTLELVVENPLELFSVEVVIQDINDNNPAFPTQEMKLEISEAVAPGTRFPLESAHDPDVGSNSLQTYELSRNEYFALRVQTREDSTKYAELVLERALDREREPSLQLVLTALDGGTPALSASLPIHIKVLDANDNAPVFNQSLYRARVLEDAPSGTRVVQVLATDLDEGPNGEIIYSFGSHNRAGVRQLFALDLV.... Result: 0 (no interaction).